This data is from Reaction yield outcomes from USPTO patents with 853,638 reactions. The task is: Predict the reaction yield, written as a fraction of the theoretical maximum amount of product (1.0 means a 100% yield; for example, 0.34 means a 34% yield). The reactants are Cl[C:2]1[N:7]=[C:6]([NH:8][CH2:9][C:10]2[CH:14]=[C:13]([CH3:15])[O:12][C:11]=2[CH3:16])[C:5]([F:17])=[CH:4][N:3]=1.[NH2:18][C:19]1[CH:20]=[C:21]([OH:25])[CH:22]=[CH:23][CH:24]=1. No catalyst specified. The product is [CH3:16][C:11]1[O:12][C:13]([CH3:15])=[CH:14][C:10]=1[CH2:9][NH:8][C:6]1[C:5]([F:17])=[CH:4][N:3]=[C:2]([NH:18][C:19]2[CH:24]=[CH:23][CH:22]=[C:21]([OH:25])[CH:20]=2)[N:7]=1. The yield is 0.510.